From a dataset of Full USPTO retrosynthesis dataset with 1.9M reactions from patents (1976-2016). Predict the reactants needed to synthesize the given product. (1) Given the product [CH:1]1([CH2:4][N:5]2[CH2:10][CH2:9][N:8]([C@@H:11]3[CH2:16][CH2:15][C@H:14]([NH:17][C:43]([C:37]4[CH:36]=[CH:35][C:34]([NH:33][C:26]5[N:25]=[CH:24][C:23]6[N:22]([CH3:46])[C:21](=[O:47])[C@@H:20]([CH2:18][CH3:19])[N:29]([CH:30]([CH3:31])[CH3:32])[C:28]=6[N:27]=5)=[C:42]5[O:41][CH2:40][CH2:39][C:38]=45)=[O:44])[CH2:13][CH2:12]3)[CH2:7][CH2:6]2)[CH2:2][CH2:3]1, predict the reactants needed to synthesize it. The reactants are: [CH:1]1([CH2:4][N:5]2[CH2:10][CH2:9][N:8]([C@@H:11]3[CH2:16][CH2:15][C@H:14]([NH2:17])[CH2:13][CH2:12]3)[CH2:7][CH2:6]2)[CH2:3][CH2:2]1.[CH2:18]([C@H:20]1[N:29]([CH:30]([CH3:32])[CH3:31])[C:28]2[N:27]=[C:26]([NH:33][C:34]3[CH:35]=[CH:36][C:37]([C:43](O)=[O:44])=[C:38]4[C:42]=3[O:41][CH2:40][CH2:39]4)[N:25]=[CH:24][C:23]=2[N:22]([CH3:46])[C:21]1=[O:47])[CH3:19].F[B-](F)(F)F.N1(OC(N(C)C)=[N+](C)C)C2C=CC=CC=2N=N1.C(N(C(C)C)CC)(C)C.N. (2) Given the product [Cl:8][C:9]1[CH:15]=[C:14]([Cl:16])[CH:13]=[C:12]([Cl:17])[C:10]=1[CH2:4][C:5](=[O:6])[CH3:7], predict the reactants needed to synthesize it. The reactants are: C([O:4][C:5]([CH3:7])=[CH2:6])(=O)C.[Cl:8][C:9]1[CH:15]=[C:14]([Cl:16])[CH:13]=[C:12]([Cl:17])[C:10]=1N.C(=O)([O-])[O-].[K+].[K+].N(OC(C)(C)C)=O.